From a dataset of Full USPTO retrosynthesis dataset with 1.9M reactions from patents (1976-2016). Predict the reactants needed to synthesize the given product. (1) Given the product [O:24]=[C:23]1[NH:25][CH:2]2[CH2:1][S:5][CH:4]([CH2:6][CH2:7][CH2:8][CH2:9][C:10]([NH:26][CH2:27][CH2:28][O:29][CH2:30][CH2:31][O:32][CH2:33][CH2:34][NH:35][C:36](=[O:42])[O:37][C:38]([CH3:40])([CH3:39])[CH3:41])=[O:12])[CH:3]2[NH:22]1, predict the reactants needed to synthesize it. The reactants are: [CH2:1]1[S:5][C@@H:4]([CH2:6][CH2:7][CH2:8][CH2:9][C:10]([O:12]C2C=CC([N+]([O-])=O)=CC=2)=O)[CH:3]2[NH:22][C:23]([NH:25][CH:2]12)=[O:24].[NH2:26][CH2:27][CH2:28][O:29][CH2:30][CH2:31][O:32][CH2:33][CH2:34][NH:35][C:36](=[O:42])[O:37][C:38]([CH3:41])([CH3:40])[CH3:39]. (2) Given the product [CH:21]1([C@H:16]([NH:15][C:13]([C:4]2[C:3]([NH:2][C:37]([NH:36][C:29]3[C:30]([Cl:35])=[CH:31][C:32]([F:34])=[CH:33][C:28]=3[Cl:27])=[O:38])=[CH:12][C:11]3[C:6](=[CH:7][CH:8]=[CH:9][CH:10]=3)[CH:5]=2)=[O:14])[C:17]([O:19][CH3:20])=[O:18])[CH2:26][CH2:25][CH2:24][CH2:23][CH2:22]1, predict the reactants needed to synthesize it. The reactants are: Cl.[NH2:2][C:3]1[C:4]([C:13]([NH:15][C@@H:16]([CH:21]2[CH2:26][CH2:25][CH2:24][CH2:23][CH2:22]2)[C:17]([O:19][CH3:20])=[O:18])=[O:14])=[CH:5][C:6]2[C:11]([CH:12]=1)=[CH:10][CH:9]=[CH:8][CH:7]=2.[Cl:27][C:28]1[CH:33]=[C:32]([F:34])[CH:31]=[C:30]([Cl:35])[C:29]=1[N:36]=[C:37]=[O:38]. (3) Given the product [Br:1][C:2]1[CH:7]=[CH:6][C:5]([C@@H:8]2[CH2:9][CH2:10][C@@H:11]([C:13]3[CH:18]=[CH:17][C:16]([Br:19])=[CH:15][CH:14]=3)[N:41]2[C:40]2[CH:42]=[CH:43][C:37]([C:33]([CH3:36])([CH3:35])[CH3:34])=[CH:38][CH:39]=2)=[CH:4][CH:3]=1, predict the reactants needed to synthesize it. The reactants are: [Br:1][C:2]1[CH:7]=[CH:6][C:5]([C@H:8](O)[CH2:9][CH2:10][C@H:11]([C:13]2[CH:18]=[CH:17][C:16]([Br:19])=[CH:15][CH:14]=2)O)=[CH:4][CH:3]=1.CCN(CC)CC.CS(Cl)(=O)=O.[C:33]([C:37]1[CH:43]=[CH:42][C:40]([NH2:41])=[CH:39][CH:38]=1)([CH3:36])([CH3:35])[CH3:34].